This data is from Forward reaction prediction with 1.9M reactions from USPTO patents (1976-2016). The task is: Predict the product of the given reaction. (1) Given the reactants [CH2:1]([O:4][C:5]1[CH:10]=[C:9]([O:11][CH2:12][CH:13]=[CH2:14])[C:8]([CH:15]([C:17]#[CH:18])[CH3:16])=[CH:7][C:6]=1[C:19](=[N:33][NH2:34])[NH:20][C:21]1[CH:26]=[CH:25][C:24](N2CCOCC2)=[CH:23][CH:22]=1)[CH:2]=[CH2:3].[C:35]([N:42]1[CH:46]=[CH:45]N=[CH:43]1)(N1C=CN=C1)=O.[C:47](=[O:50])([O-])[O-].[Na+].[Na+].[O:53]1CCC[CH2:54]1, predict the reaction product. The product is: [CH2:1]([O:4][C:5]1[CH:10]=[C:9]([O:11][CH2:12][CH:13]=[CH2:14])[C:8]([CH:15]([C:17]#[CH:18])[CH3:16])=[CH:7][C:6]=1[C:19]1[N:20]([C:21]2[CH:26]=[CH:25][C:24]([CH2:35][N:42]3[CH2:46][CH2:45][O:50][CH2:47][CH2:43]3)=[CH:23][CH:22]=2)[C:54](=[O:53])[NH:34][N:33]=1)[CH:2]=[CH2:3]. (2) Given the reactants [CH3:1][O:2][C:3]1[CH:4]=[C:5]([CH2:11][CH2:12][NH:13][C:14]2[CH:19]=[CH:18][C:17]([O:20][CH2:21][C:22]#[CH:23])=[CH:16][C:15]=2[C:24]([C:26]2[CH:31]=[CH:30][C:29]([CH:32]([CH3:34])[CH3:33])=[CH:28][CH:27]=2)=O)[CH:6]=[C:7]([O:9][CH3:10])[CH:8]=1.[O:35]([C:37]#[N:38])[Na], predict the reaction product. The product is: [CH3:10][O:9][C:7]1[CH:6]=[C:5]([CH2:11][CH2:12][N:13]2[C:14]3[C:15](=[CH:16][C:17]([O:20][CH2:21][C:22]#[CH:23])=[CH:18][CH:19]=3)[C:24]([C:26]3[CH:27]=[CH:28][C:29]([CH:32]([CH3:33])[CH3:34])=[CH:30][CH:31]=3)=[N:38][C:37]2=[O:35])[CH:4]=[C:3]([O:2][CH3:1])[CH:8]=1. (3) Given the reactants [Na].[NH2:2][C:3]([NH2:5])=[O:4].C[O:7][C:8](=O)[CH:9]([C:14]1[CH:19]=[CH:18][C:17]([O:20][C:21]2[CH:26]=[CH:25][C:24]([I:27])=[CH:23][CH:22]=2)=[CH:16][CH:15]=1)[C:10](OC)=[O:11].Cl, predict the reaction product. The product is: [I:27][C:24]1[CH:23]=[CH:22][C:21]([O:20][C:17]2[CH:18]=[CH:19][C:14]([CH:9]3[C:8](=[O:7])[NH:5][C:3](=[O:4])[NH:2][C:10]3=[O:11])=[CH:15][CH:16]=2)=[CH:26][CH:25]=1. (4) Given the reactants Cl.[O:2]1[CH:6]=[CH:5]N=[C:3]1[C:7](=O)[CH2:8][CH2:9][CH2:10][CH:11]1CCNCC1.C(O[C:23]([N:25]1[CH2:30][CH2:29][CH:28]([CH2:31][CH2:32][CH2:33][C:34]([C:36]2[O:37][CH:38]=[CH:39][N:40]=2)=[O:35])[CH2:27][CH2:26]1)=O)(C)(C)C, predict the reaction product. The product is: [O:37]1[CH:38]=[CH:39][N:40]=[C:36]1[C:34](=[O:35])[CH2:33][CH2:32][CH2:31][CH:28]1[CH2:27][CH2:26][N:25]([CH2:23][C:7]2[CH:8]=[CH:9][CH:5]=[C:6]([O:2][C:3]3[CH:7]=[CH:8][CH:9]=[CH:10][CH:11]=3)[CH:3]=2)[CH2:30][CH2:29]1. (5) The product is: [CH3:2][CH:3]1[CH2:12][CH2:11][CH:10]([CH3:13])[C:9]2[CH:8]=[C:7]([C:14]3[N:15]=[C:16]([CH:19]4[CH2:24][CH2:23][N:22]([CH2:30][CH2:29][CH2:28][CH2:27][CH2:26][OH:25])[CH2:21][CH2:20]4)[S:17][CH:18]=3)[CH:6]=[CH:5][C:4]1=2. Given the reactants Br.[CH3:2][CH:3]1[CH2:12][CH2:11][CH:10]([CH3:13])[C:9]2[CH:8]=[C:7]([C:14]3[N:15]=[C:16]([CH:19]4[CH2:24][CH2:23][NH:22][CH2:21][CH2:20]4)[S:17][CH:18]=3)[CH:6]=[CH:5][C:4]1=2.[OH:25][CH2:26][CH2:27][CH2:28][CH2:29][CH:30]=O.Cl, predict the reaction product.